From a dataset of Forward reaction prediction with 1.9M reactions from USPTO patents (1976-2016). Predict the product of the given reaction. (1) Given the reactants [NH2:1][C:2]1[CH:6]=[CH:5][NH:4][N:3]=1.[F:7][C:8]1[C:16]2[N:15]=[C:14]([S:17][C:18]3[O:22][C:21]([CH:23]=O)=[CH:20][CH:19]=3)[NH:13][C:12]=2[CH:11]=[C:10]([F:25])[CH:9]=1.[C:26]1(=O)[CH2:31][CH2:30][CH2:29][C:28](=[O:32])[CH2:27]1, predict the reaction product. The product is: [F:25][C:10]1[CH:9]=[C:8]([F:7])[C:16]2[NH:15][C:14]([S:17][C:18]3[O:22][C:21]([CH:23]4[C:27]5[C:28](=[O:32])[CH2:29][CH2:30][CH2:31][C:26]=5[NH:1][C:2]5=[N:3][NH:4][CH:5]=[C:6]45)=[CH:20][CH:19]=3)=[N:13][C:12]=2[CH:11]=1. (2) Given the reactants [C:1]12([CH2:11][CH2:12][NH:13][CH2:14][CH2:15][CH3:16])[CH2:10][CH:5]3[CH2:6][CH:7]([CH2:9][CH:3]([CH2:4]3)[CH2:2]1)[CH2:8]2.[N:17]1[CH:22]=[CH:21][C:20]([CH2:23][CH2:24][CH2:25][CH2:26][C:27]([OH:29])=O)=[CH:19][CH:18]=1.CN1CCOCC1.Cl.C(N=C=NCCCN(C)C)C, predict the reaction product. The product is: [C:1]12([CH2:11][CH2:12][N:13]([CH2:14][CH2:15][CH3:16])[C:27](=[O:29])[CH2:26][CH2:25][CH2:24][CH2:23][C:20]3[CH:19]=[CH:18][N:17]=[CH:22][CH:21]=3)[CH2:8][CH:7]3[CH2:6][CH:5]([CH2:4][CH:3]([CH2:9]3)[CH2:2]1)[CH2:10]2.